Predict the reactants needed to synthesize the given product. From a dataset of Full USPTO retrosynthesis dataset with 1.9M reactions from patents (1976-2016). (1) The reactants are: S(Cl)([Cl:3])=O.[Si:5]([O:12][C:13]1[CH:14]=[C:15]([CH:31]=[CH:32][CH:33]=1)[CH:16]([C:18]1[CH:30]=[CH:29][C:21]([C:22]([N:24]([CH2:27][CH3:28])[CH2:25][CH3:26])=[O:23])=[CH:20][CH:19]=1)O)([C:8]([CH3:11])([CH3:10])[CH3:9])([CH3:7])[CH3:6]. Given the product [Si:5]([O:12][C:13]1[CH:14]=[C:15]([CH:31]=[CH:32][CH:33]=1)[CH:16]([C:18]1[CH:30]=[CH:29][C:21]([C:22]([N:24]([CH2:27][CH3:28])[CH2:25][CH3:26])=[O:23])=[CH:20][CH:19]=1)[Cl:3])([C:8]([CH3:11])([CH3:10])[CH3:9])([CH3:7])[CH3:6], predict the reactants needed to synthesize it. (2) The reactants are: [CH3:1][C:2]1[N:3]=[C:4]2[N:8]([C:9]=1[C:10]([NH2:12])=O)[CH:7]=[CH:6][S:5]2.N1C=CC=CC=1.FC(F)(F)C(OC(=O)C(F)(F)F)=O.C(=O)(O)[O-].[Na+]. Given the product [CH3:1][C:2]1[N:3]=[C:4]2[N:8]([C:9]=1[C:10]#[N:12])[CH:7]=[CH:6][S:5]2, predict the reactants needed to synthesize it. (3) Given the product [CH3:39][N:40]([O:41][CH3:42])[C:15]([C:14]1[CH:13]=[CH:12][N:11]=[CH:10][C:9]=1[CH3:8])=[O:17], predict the reactants needed to synthesize it. The reactants are: CCN(CC)CC.[CH3:8][C:9]1[CH:10]=[N:11][CH:12]=[CH:13][C:14]=1[C:15]([OH:17])=O.CCN=C=NCCCN(C)C.C1C=CC2N(O)N=NC=2C=1.[CH3:39][NH:40][O:41][CH3:42].Cl. (4) The reactants are: [Cl:1][C:2]1[CH:7]=[CH:6][C:5]([N+:8]([O-:10])=[O:9])=[CH:4][C:3]=1[C:11]1[CH:19]=[CH:18][C:14]([C:15]([OH:17])=[O:16])=[CH:13][N:12]=1.Cl.O1CCOC[CH2:22]1. Given the product [Cl:1][C:2]1[CH:7]=[CH:6][C:5]([N+:8]([O-:10])=[O:9])=[CH:4][C:3]=1[C:11]1[CH:19]=[CH:18][C:14]([C:15]([O:17][CH3:22])=[O:16])=[CH:13][N:12]=1, predict the reactants needed to synthesize it. (5) Given the product [N:8]1[N:5]2[CH:6]=[CH:7][CH:2]=[N:3][C:4]2=[C:10]([CH:11]=[O:12])[CH:9]=1, predict the reactants needed to synthesize it. The reactants are: Cl[C:2]1[CH:7]=[CH:6][N:5]2[N:8]=[CH:9][C:10]([CH:11]=[O:12])=[C:4]2[N:3]=1.O1CCN(CCOC2C=C(C=CC=2)N)CC1.ClCCl.